This data is from Reaction yield outcomes from USPTO patents with 853,638 reactions. The task is: Predict the reaction yield, written as a fraction of the theoretical maximum amount of product (1.0 means a 100% yield; for example, 0.34 means a 34% yield). The reactants are [Br:1][C:2]1[CH:10]=[C:9]2[C:5]([CH2:6][C:7]3([CH2:16][CH2:15][C:14]4([O:20][CH2:19][CH2:18][O:17]4)[CH2:13][CH2:12]3)[C:8]2=O)=[CH:4][CH:3]=1.[CH3:21][C:22]([S:25]([NH2:27])=[O:26])([CH3:24])[CH3:23].CCOC(C)=O. The catalyst is [O-]CC.[Ti+4].[O-]CC.[O-]CC.[O-]CC.O. The product is [Br:1][C:2]1[CH:10]=[C:9]2[C:5]([CH2:6][C:7]3([CH2:16][CH2:15][C:14]4([O:20][CH2:19][CH2:18][O:17]4)[CH2:13][CH2:12]3)[C:8]2=[N:27][S:25]([C:22]([CH3:24])([CH3:23])[CH3:21])=[O:26])=[CH:4][CH:3]=1. The yield is 0.690.